From a dataset of Reaction yield outcomes from USPTO patents with 853,638 reactions. Predict the reaction yield, written as a fraction of the theoretical maximum amount of product (1.0 means a 100% yield; for example, 0.34 means a 34% yield). The reactants are Cl[C:2]([O:4][CH2:5][C:6]([Cl:9])([Cl:8])[Cl:7])=[O:3].[C:10]1([C@H:16]2[NH:21][CH2:20][C@@H:19]([CH2:22][OH:23])[O:18][CH2:17]2)[CH:15]=[CH:14][CH:13]=[CH:12][CH:11]=1.[OH-].[Na+]. The catalyst is O1CCCC1. The product is [OH:23][CH2:22][C@H:19]1[O:18][CH2:17][C@@H:16]([C:10]2[CH:11]=[CH:12][CH:13]=[CH:14][CH:15]=2)[N:21]([C:2]([O:4][CH2:5][C:6]([Cl:9])([Cl:8])[Cl:7])=[O:3])[CH2:20]1. The yield is 0.536.